Dataset: Forward reaction prediction with 1.9M reactions from USPTO patents (1976-2016). Task: Predict the product of the given reaction. Given the reactants [CH3:1][O:2][C:3](=[O:14])[C:4]1[CH:9]=[CH:8][C:7]([N+:10]([O-:12])=[O:11])=[C:6]([OH:13])[CH:5]=1.[CH3:15][C:16]1[CH:17]=[C:18]([CH2:22][CH2:23]O)[CH:19]=[CH:20][CH:21]=1, predict the reaction product. The product is: [CH3:1][O:2][C:3](=[O:14])[C:4]1[CH:9]=[CH:8][C:7]([N+:10]([O-:12])=[O:11])=[C:6]([O:13][CH2:23][CH2:22][C:18]2[CH:17]=[C:16]([CH3:15])[CH:21]=[CH:20][CH:19]=2)[CH:5]=1.